This data is from Catalyst prediction with 721,799 reactions and 888 catalyst types from USPTO. The task is: Predict which catalyst facilitates the given reaction. (1) Reactant: Br[CH2:2][C:3]1[C:11]2[O:10][CH2:9][CH2:8][C:7]=2[CH:6]=[CH:5][CH:4]=1.[N-:12]=[N+:13]=[N-:14].[Na+].O. Product: [N:12]([CH2:2][C:3]1[C:11]2[O:10][CH2:9][CH2:8][C:7]=2[CH:6]=[CH:5][CH:4]=1)=[N+:13]=[N-:14]. The catalyst class is: 9. (2) Reactant: [F:1][C:2]1[CH:10]=[CH:9][C:8]2[N:7]([CH2:11][C:12]3[CH:21]=[CH:20][C:15]([C:16]([O:18][CH3:19])=[O:17])=[CH:14][CH:13]=3)[C:6]3[CH2:22][CH2:23][N:24]([CH2:27][CH2:28]O)[C:25](=[O:26])[C:5]=3[C:4]=2[CH:3]=1.CCN(C(C)C)C(C)C.CS(Cl)(=O)=O.[OH:44][CH2:45][CH2:46][N:47]1[CH2:52][CH2:51][NH:50][CH2:49][CH2:48]1. Product: [F:1][C:2]1[CH:10]=[CH:9][C:8]2[N:7]([CH2:11][C:12]3[CH:21]=[CH:20][C:15]([C:16]([O:18][CH3:19])=[O:17])=[CH:14][CH:13]=3)[C:6]3[CH2:22][CH2:23][N:24]([CH2:27][CH2:28][N:50]4[CH2:51][CH2:52][N:47]([CH2:46][CH2:45][OH:44])[CH2:48][CH2:49]4)[C:25](=[O:26])[C:5]=3[C:4]=2[CH:3]=1. The catalyst class is: 10.